From a dataset of CYP2C9 inhibition data for predicting drug metabolism from PubChem BioAssay. Regression/Classification. Given a drug SMILES string, predict its absorption, distribution, metabolism, or excretion properties. Task type varies by dataset: regression for continuous measurements (e.g., permeability, clearance, half-life) or binary classification for categorical outcomes (e.g., BBB penetration, CYP inhibition). Dataset: cyp2c9_veith. (1) The molecule is O=C(O)/C(=C\c1ccccc1)c1ccccc1. The result is 0 (non-inhibitor). (2) The molecule is NNC(N)=O. The result is 0 (non-inhibitor). (3) The molecule is CN(C/C=C\c1ccccc1)Cc1cccc2ccccc12. The result is 0 (non-inhibitor). (4) The drug is CCOc1cc(NC(=S)NCC2CCCO2)c(OCC)cc1NC(=O)c1ccccc1C. The result is 1 (inhibitor).